The task is: Regression. Given two drug SMILES strings and cell line genomic features, predict the synergy score measuring deviation from expected non-interaction effect.. This data is from NCI-60 drug combinations with 297,098 pairs across 59 cell lines. (1) Drug 1: CC1OCC2C(O1)C(C(C(O2)OC3C4COC(=O)C4C(C5=CC6=C(C=C35)OCO6)C7=CC(=C(C(=C7)OC)O)OC)O)O. Drug 2: C1=CC(=CC=C1C#N)C(C2=CC=C(C=C2)C#N)N3C=NC=N3. Cell line: HCC-2998. Synergy scores: CSS=1.48, Synergy_ZIP=-6.94, Synergy_Bliss=-13.5, Synergy_Loewe=-19.1, Synergy_HSA=-13.3. (2) Drug 1: CCCS(=O)(=O)NC1=C(C(=C(C=C1)F)C(=O)C2=CNC3=C2C=C(C=N3)C4=CC=C(C=C4)Cl)F. Drug 2: CN(C(=O)NC(C=O)C(C(C(CO)O)O)O)N=O. Cell line: T-47D. Synergy scores: CSS=-0.581, Synergy_ZIP=-2.23, Synergy_Bliss=-5.16, Synergy_Loewe=-5.66, Synergy_HSA=-5.62. (3) Drug 1: C1C(C(OC1N2C=NC3=C(N=C(N=C32)Cl)N)CO)O. Drug 2: CCC1(CC2CC(C3=C(CCN(C2)C1)C4=CC=CC=C4N3)(C5=C(C=C6C(=C5)C78CCN9C7C(C=CC9)(C(C(C8N6C)(C(=O)OC)O)OC(=O)C)CC)OC)C(=O)OC)O.OS(=O)(=O)O. Cell line: K-562. Synergy scores: CSS=35.0, Synergy_ZIP=-0.914, Synergy_Bliss=-2.49, Synergy_Loewe=-5.73, Synergy_HSA=-3.54. (4) Drug 1: C1=C(C(=O)NC(=O)N1)F. Drug 2: CC1=C(C(=O)C2=C(C1=O)N3CC4C(C3(C2COC(=O)N)OC)N4)N. Cell line: NCI-H460. Synergy scores: CSS=61.6, Synergy_ZIP=-8.41, Synergy_Bliss=-13.4, Synergy_Loewe=-9.94, Synergy_HSA=-7.47. (5) Drug 1: CC1=C2C(C(=O)C3(C(CC4C(C3C(C(C2(C)C)(CC1OC(=O)C(C(C5=CC=CC=C5)NC(=O)OC(C)(C)C)O)O)OC(=O)C6=CC=CC=C6)(CO4)OC(=O)C)OC)C)OC. Drug 2: CCC1=CC2CC(C3=C(CN(C2)C1)C4=CC=CC=C4N3)(C5=C(C=C6C(=C5)C78CCN9C7C(C=CC9)(C(C(C8N6C)(C(=O)OC)O)OC(=O)C)CC)OC)C(=O)OC.C(C(C(=O)O)O)(C(=O)O)O. Cell line: SR. Synergy scores: CSS=98.7, Synergy_ZIP=11.4, Synergy_Bliss=10.5, Synergy_Loewe=10.1, Synergy_HSA=12.7. (6) Drug 1: CCCS(=O)(=O)NC1=C(C(=C(C=C1)F)C(=O)C2=CNC3=C2C=C(C=N3)C4=CC=C(C=C4)Cl)F. Drug 2: C1C(C(OC1N2C=NC3=C(N=C(N=C32)Cl)N)CO)O. Cell line: 786-0. Synergy scores: CSS=6.41, Synergy_ZIP=0.784, Synergy_Bliss=2.14, Synergy_Loewe=1.88, Synergy_HSA=2.59.